This data is from Full USPTO retrosynthesis dataset with 1.9M reactions from patents (1976-2016). The task is: Predict the reactants needed to synthesize the given product. Given the product [C:1]([O:5][C:6]([N:8]1[CH2:13][CH2:12][CH:11]([C:14]2[CH:19]=[CH:18][CH:17]=[C:16]([N:20]3[CH2:25][CH2:24][N:23]4[N:26]=[C:27]([CH2:29][O:30][C:31]5[CH:36]=[CH:35][CH:34]=[CH:33][CH:32]=5)[CH:28]=[C:22]4[C:21]3=[O:37])[N:15]=2)[CH2:10][CH2:9]1)=[O:7])([CH3:4])([CH3:2])[CH3:3], predict the reactants needed to synthesize it. The reactants are: [C:1]([O:5][C:6]([N:8]1[CH2:13][CH:12]=[C:11]([C:14]2[CH:19]=[CH:18][CH:17]=[C:16]([N:20]3[CH2:25][CH2:24][N:23]4[N:26]=[C:27]([CH2:29][O:30][C:31]5[CH:36]=[CH:35][CH:34]=[CH:33][CH:32]=5)[CH:28]=[C:22]4[C:21]3=[O:37])[N:15]=2)[CH2:10][CH2:9]1)=[O:7])([CH3:4])([CH3:3])[CH3:2].C([O-])=O.[NH4+].